Dataset: Reaction yield outcomes from USPTO patents with 853,638 reactions. Task: Predict the reaction yield, written as a fraction of the theoretical maximum amount of product (1.0 means a 100% yield; for example, 0.34 means a 34% yield). (1) The reactants are [Br:1][C:2]1[CH:11]=[C:10]2[C:5]([CH2:6][CH2:7][CH2:8][NH:9]2)=[CH:4][CH:3]=1.[C:12]([O:16][C:17](O[C:17]([O:16][C:12]([CH3:15])([CH3:14])[CH3:13])=[O:18])=[O:18])([CH3:15])([CH3:14])[CH3:13]. No catalyst specified. The product is [Br:1][C:2]1[CH:11]=[C:10]2[C:5]([CH2:6][CH2:7][CH2:8][N:9]2[C:17]([O:16][C:12]([CH3:15])([CH3:14])[CH3:13])=[O:18])=[CH:4][CH:3]=1. The yield is 0.990. (2) The reactants are [CH:1]1([N:7]2[C:11](=[O:12])[CH:10]([CH2:13][C:14]3[C:19]([Cl:20])=[CH:18][CH:17]=[CH:16][C:15]=3[Cl:21])[CH:9](C(O)=O)[CH2:8]2)[CH2:6][CH2:5][CH2:4][CH2:3][CH2:2]1.C1(P(N=[N+]=[N-])(C2C=CC=CC=2)=[O:32])C=CC=CC=1.C([N:44]([CH2:47]C)CC)C.[C:49]([OH:53])([CH3:52])([CH3:51])[CH3:50]. No catalyst specified. The product is [CH:1]1([N:7]2[C:11](=[O:12])[CH:10]([CH2:13][C:14]3[C:19]([Cl:20])=[CH:18][CH:17]=[CH:16][C:15]=3[Cl:21])[CH:9]([NH:44][C:47](=[O:32])[O:53][C:49]([CH3:52])([CH3:51])[CH3:50])[CH2:8]2)[CH2:2][CH2:3][CH2:4][CH2:5][CH2:6]1. The yield is 0.960. (3) The reactants are O[CH2:2][C:3]1[N:8]=[C:7]([C:9]2[CH:22]=[CH:21][C:20]3[C:11](=[C:12]4[C:17](=[CH:18][CH:19]=3)[CH:16]=[CH:15][C:14]([C:23]3[CH:28]=[CH:27][CH:26]=[C:25](CO)[N:24]=3)=[N:13]4)[N:10]=2)[CH:6]=[CH:5][CH:4]=1.C(N(CC)CC)C.S(Cl)([Cl:40])=O.C(=O)([O-])[O-].[Na+].[Na+].[CH2:48]([Cl:50])Cl. No catalyst specified. The product is [Cl:40][CH2:2][C:3]1[N:8]=[C:7]([C:9]2[CH:22]=[CH:21][C:20]3[C:11](=[C:12]4[C:17](=[CH:18][CH:19]=3)[CH:16]=[CH:15][C:14]([C:23]3[CH:28]=[CH:27][CH:26]=[C:25]([CH2:48][Cl:50])[N:24]=3)=[N:13]4)[N:10]=2)[CH:6]=[CH:5][CH:4]=1. The yield is 0.640.